Dataset: NCI-60 drug combinations with 297,098 pairs across 59 cell lines. Task: Regression. Given two drug SMILES strings and cell line genomic features, predict the synergy score measuring deviation from expected non-interaction effect. Drug 1: C1=NC2=C(N1)C(=S)N=C(N2)N. Drug 2: CC1CCC2CC(C(=CC=CC=CC(CC(C(=O)C(C(C(=CC(C(=O)CC(OC(=O)C3CCCCN3C(=O)C(=O)C1(O2)O)C(C)CC4CCC(C(C4)OC)OCCO)C)C)O)OC)C)C)C)OC. Cell line: SF-268. Synergy scores: CSS=18.5, Synergy_ZIP=-13.2, Synergy_Bliss=-8.23, Synergy_Loewe=-7.30, Synergy_HSA=-5.72.